This data is from Peptide-MHC class I binding affinity with 185,985 pairs from IEDB/IMGT. The task is: Regression. Given a peptide amino acid sequence and an MHC pseudo amino acid sequence, predict their binding affinity value. This is MHC class I binding data. The peptide sequence is REFYLRVGF. The MHC is HLA-A03:01 with pseudo-sequence HLA-A03:01. The binding affinity (normalized) is 0.0847.